This data is from Peptide-MHC class I binding affinity with 185,985 pairs from IEDB/IMGT. The task is: Regression. Given a peptide amino acid sequence and an MHC pseudo amino acid sequence, predict their binding affinity value. This is MHC class I binding data. (1) The peptide sequence is VYTNAIQYV. The MHC is HLA-B27:05 with pseudo-sequence HLA-B27:05. The binding affinity (normalized) is 0.213. (2) The peptide sequence is LSNFMLWQF. The MHC is HLA-B58:01 with pseudo-sequence HLA-B58:01. The binding affinity (normalized) is 0.719. (3) The peptide sequence is GLYRLNFRR. The MHC is HLA-A30:01 with pseudo-sequence HLA-A30:01. The binding affinity (normalized) is 0.203. (4) The peptide sequence is CRCLGEGHGAG. The MHC is Mamu-B03 with pseudo-sequence Mamu-B03. The binding affinity (normalized) is 0.265. (5) The peptide sequence is IYAGSLSAL. The MHC is HLA-A02:01 with pseudo-sequence HLA-A02:01. The binding affinity (normalized) is 0.